From a dataset of NCI-60 drug combinations with 297,098 pairs across 59 cell lines. Regression. Given two drug SMILES strings and cell line genomic features, predict the synergy score measuring deviation from expected non-interaction effect. Drug 1: C1C(C(OC1N2C=NC3=C(N=C(N=C32)Cl)N)CO)O. Drug 2: CC1=C2C(C(=O)C3(C(CC4C(C3C(C(C2(C)C)(CC1OC(=O)C(C(C5=CC=CC=C5)NC(=O)C6=CC=CC=C6)O)O)OC(=O)C7=CC=CC=C7)(CO4)OC(=O)C)O)C)OC(=O)C. Cell line: NCI/ADR-RES. Synergy scores: CSS=41.0, Synergy_ZIP=-0.0464, Synergy_Bliss=-1.67, Synergy_Loewe=-14.1, Synergy_HSA=-1.45.